Dataset: Full USPTO retrosynthesis dataset with 1.9M reactions from patents (1976-2016). Task: Predict the reactants needed to synthesize the given product. (1) Given the product [CH3:19][O:18][C@@H:5]([CH2:6][C:7]1[CH:8]=[CH:9][C:10]([O:13][CH2:14][CH2:15][CH2:16][O:31][C:27]2[CH:26]=[C:25]3[C:30](=[CH:29][CH:28]=2)[N:21]=[CH:22][CH:23]=[CH:24]3)=[CH:11][CH:12]=1)[C:4]([OH:3])=[O:20], predict the reactants needed to synthesize it. The reactants are: C([O:3][C:4](=[O:20])[C@@H:5]([O:18][CH3:19])[CH2:6][C:7]1[CH:12]=[CH:11][C:10]([O:13][CH2:14][CH2:15][CH2:16]Br)=[CH:9][CH:8]=1)C.[N:21]1[C:30]2[C:25](=[CH:26][C:27]([OH:31])=[CH:28][CH:29]=2)[CH:24]=[CH:23][CH:22]=1.CO[C@@H](CC1C=CC(OCCCOC2C=CC=CC=2)=CC=1)C(O)=O. (2) Given the product [C:29]([C:2]1[CH:3]=[C:4]([O:10][C:11]2[C:12]([F:28])=[C:13]([CH2:18][NH:19][C:20]([C:22]3[NH:26][CH:25]=[N:24][C:23]=3[Cl:27])=[O:21])[CH:14]=[CH:15][C:16]=2[Cl:17])[CH:5]=[C:6]([C:8]#[N:9])[CH:7]=1)#[C:30][CH2:31][CH3:32], predict the reactants needed to synthesize it. The reactants are: Br[C:2]1[CH:3]=[C:4]([O:10][C:11]2[C:12]([F:28])=[C:13]([CH2:18][NH:19][C:20]([C:22]3[NH:26][CH:25]=[N:24][C:23]=3[Cl:27])=[O:21])[CH:14]=[CH:15][C:16]=2[Cl:17])[CH:5]=[C:6]([C:8]#[N:9])[CH:7]=1.[CH:29]#[C:30][CH2:31][CH3:32].